From a dataset of Full USPTO retrosynthesis dataset with 1.9M reactions from patents (1976-2016). Predict the reactants needed to synthesize the given product. (1) Given the product [C:1]([C:5]1[CH:6]=[CH:7][C:8]([CH2:9][N:10]([CH2:11][CH3:12])[C:25](=[O:47])[CH2:26][O:27][C:28]2[CH:33]=[CH:32][C:31]([CH2:34][CH2:35][O:36][C:37]3[CH:46]=[CH:45][CH:44]=[CH:43][C:38]=3[C:39]([O:41][CH3:42])=[O:40])=[CH:30][CH:29]=2)=[CH:13][CH:14]=1)([CH3:3])([CH3:2])[CH3:4], predict the reactants needed to synthesize it. The reactants are: [C:1]([C:5]1[CH:14]=[CH:13][C:8]([CH2:9][NH:10][CH2:11][CH3:12])=[CH:7][CH:6]=1)([CH3:4])([CH3:3])[CH3:2].C(N(C(C)C)C(C)C)C.Cl[C:25](=[O:47])[CH2:26][O:27][C:28]1[CH:33]=[CH:32][C:31]([CH2:34][CH2:35][O:36][C:37]2[CH:46]=[CH:45][CH:44]=[CH:43][C:38]=2[C:39]([O:41][CH3:42])=[O:40])=[CH:30][CH:29]=1. (2) Given the product [C:1]1([CH3:21])[CH:6]=[CH:5][C:4]([S:7]([N:10]2[C:14]3=[N:15][CH:16]=[CH:17][CH:18]=[C:13]3[CH2:12][C:11]2=[O:30])(=[O:9])=[O:8])=[CH:3][CH:2]=1, predict the reactants needed to synthesize it. The reactants are: [C:1]1([CH3:21])[CH:6]=[CH:5][C:4]([S:7]([N:10]2[C:14]3=[N:15][CH:16]=[CH:17][CH:18]=[C:13]3[CH:12]=[C:11]2C=O)(=[O:9])=[O:8])=[CH:3][CH:2]=1.ClC1C=CC=C(C(OO)=[O:30])C=1.S([O-])([O-])=O.[Na+].[Na+]. (3) Given the product [C:33]([C:30]1[S:29][C:28]([NH:27][C:2]2[C:7]3[CH:8]=[CH:9][N:10]([CH2:11][C:12]([N:14]4[CH2:19][CH2:18][N:17]([C:20]([O:22][C:23]([CH3:24])([CH3:26])[CH3:25])=[O:21])[CH2:16][CH2:15]4)=[O:13])[C:6]=3[CH:5]=[CH:4][N:3]=2)=[N:32][CH:31]=1)#[N:34], predict the reactants needed to synthesize it. The reactants are: Cl[C:2]1[C:7]2[CH:8]=[CH:9][N:10]([CH2:11][C:12]([N:14]3[CH2:19][CH2:18][N:17]([C:20]([O:22][C:23]([CH3:26])([CH3:25])[CH3:24])=[O:21])[CH2:16][CH2:15]3)=[O:13])[C:6]=2[CH:5]=[CH:4][N:3]=1.[NH2:27][C:28]1[S:29][C:30]([C:33]#[N:34])=[CH:31][N:32]=1.[O-]P([O-])([O-])=O.[K+].[K+].[K+].CC1(C)C2C(=C(P(C3C=CC=CC=3)C3C=CC=CC=3)C=CC=2)OC2C(P(C3C=CC=CC=3)C3C=CC=CC=3)=CC=CC1=2. (4) Given the product [CH:1]1([O:6][C:7]2[CH:8]=[C:9]([N:15]([CH2:29][C:30]3[CH:31]=[N:32][CH:33]=[CH:34][CH:35]=3)[C:16]3[CH:28]=[CH:27][CH:26]=[CH:25][C:17]=3[C:18]([OH:20])=[O:19])[CH:10]=[CH:11][C:12]=2[O:13][CH3:14])[CH2:5][CH2:4][CH2:3][CH2:2]1, predict the reactants needed to synthesize it. The reactants are: [CH:1]1([O:6][C:7]2[CH:8]=[C:9]([N:15]([CH2:29][C:30]3[CH:31]=[N:32][CH:33]=[CH:34][CH:35]=3)[C:16]3[CH:28]=[CH:27][CH:26]=[CH:25][C:17]=3[C:18]([O:20]C(C)(C)C)=[O:19])[CH:10]=[CH:11][C:12]=2[O:13][CH3:14])[CH2:5][CH2:4][CH2:3][CH2:2]1. (5) Given the product [F:29][C:11]1[CH:12]=[C:13]([O:17][C:18]2[CH:23]=[CH:22][C:21]([C:24]([F:27])([F:26])[F:25])=[CH:20][C:19]=2[C:53]2[NH:52][N:51]=[CH:55][CH:54]=2)[C:14]([F:16])=[CH:15][C:10]=1[S:7]([NH:6][C:30]1[S:34][N:33]=[CH:32][N:31]=1)(=[O:9])=[O:8], predict the reactants needed to synthesize it. The reactants are: COC1C=C(OC)C=CC=1C[N:6]([C:30]1[S:34][N:33]=[CH:32][N:31]=1)[S:7]([C:10]1[CH:15]=[C:14]([F:16])[C:13]([O:17][C:18]2[CH:23]=[CH:22][C:21]([C:24]([F:27])([F:26])[F:25])=[CH:20][C:19]=2I)=[CH:12][C:11]=1[F:29])(=[O:9])=[O:8].C(=O)([O-])[O-].[K+].[K+].C(OC[N:51]1[C:55](B2OC(C)(C)C(C)(C)O2)=[CH:54][CH:53]=[N:52]1)C.FC(F)(F)C(O)=O. (6) Given the product [OH:4][C:5]1[C:10]2[C:11]([CH3:14])=[CH:12][S:13][C:9]=2[CH:8]=[C:7]([C:15]([O:17][CH2:18][CH3:19])=[O:16])[CH:6]=1, predict the reactants needed to synthesize it. The reactants are: C([O:4][C:5]1[C:10]2[C:11]([CH3:14])=[CH:12][S:13][C:9]=2[CH:8]=[C:7]([C:15]([O:17][CH2:18][CH3:19])=[O:16])[CH:6]=1)(=O)C.C(=O)([O-])[O-].[K+].[K+]. (7) Given the product [Br:5][C:6]1[CH:11]=[CH:10][C:9]([CH2:12][C@H:13]([C:15]2[NH:19][C:18]3[CH:20]=[C:21]([F:24])[CH:22]=[CH:23][C:17]=3[N:16]=2)[NH2:14])=[CH:8][CH:7]=1, predict the reactants needed to synthesize it. The reactants are: N#N.Cl.Cl.[Br:5][C:6]1[CH:11]=[CH:10][C:9]([CH2:12][C@H:13]([C:15]2[NH:19][C:18]3[CH:20]=[C:21]([F:24])[CH:22]=[CH:23][C:17]=3[N:16]=2)[NH2:14])=[CH:8][CH:7]=1.[OH-].[Na+].